Dataset: CYP1A2 inhibition data for predicting drug metabolism from PubChem BioAssay. Task: Regression/Classification. Given a drug SMILES string, predict its absorption, distribution, metabolism, or excretion properties. Task type varies by dataset: regression for continuous measurements (e.g., permeability, clearance, half-life) or binary classification for categorical outcomes (e.g., BBB penetration, CYP inhibition). Dataset: cyp1a2_veith. (1) The molecule is C[N+]1(C)C[C@@H](O)C[C@@H]1C(=O)[O-]. The result is 0 (non-inhibitor). (2) The molecule is CN(Cc1ccco1)c1nc(-c2ccoc2)nc2ccccc12. The result is 1 (inhibitor). (3) The compound is Nc1ncnc2c1nc(Sc1ccc(Cl)cc1)n2[C@@H]1O[C@H]2COP(=O)([O-])O[C@@H]2[C@H]1O.[Na+]. The result is 0 (non-inhibitor). (4) The molecule is Cn1c(=O)c(-c2ccccc2)nc2cnc(N3CCOCC3)nc21. The result is 1 (inhibitor). (5) The compound is COc1cccc(Cn2c(=O)cnc3cnc(OC)nc32)c1. The result is 1 (inhibitor). (6) The compound is CC1=NN(c2ccccc2)C(=O)/C1=C\c1c(C)[nH]n(-c2ccccc2)c1=O. The result is 0 (non-inhibitor). (7) The compound is CCN1CCN(c2nn3c(=O)c4ccccc4nc3c3ccccc23)CC1. The result is 1 (inhibitor). (8) The molecule is O=C(CSc1ccccc1)Nc1ccc(NC(=O)c2ccco2)cc1. The result is 0 (non-inhibitor). (9) The molecule is CCn1c(CCCc2nc3c([nH]2)c(=O)n(C)c(=O)n3C)nc2c1c(=O)n(C)c(=O)n2C. The result is 0 (non-inhibitor).